From a dataset of Forward reaction prediction with 1.9M reactions from USPTO patents (1976-2016). Predict the product of the given reaction. (1) Given the reactants [CH2:1]([O:3][C:4]([C:6]1[C:10]2[CH:11]=[CH:12][C:13]([O:15]C)=[CH:14][C:9]=2[O:8][CH:7]=1)=[O:5])[CH3:2].B(Br)(Br)Br.CCCCCC, predict the reaction product. The product is: [CH2:1]([O:3][C:4]([C:6]1[C:10]2[CH:11]=[CH:12][C:13]([OH:15])=[CH:14][C:9]=2[O:8][CH:7]=1)=[O:5])[CH3:2]. (2) Given the reactants C(OC([NH:8][C@@H:9]1[CH2:18][C:17]2[C:12](=[CH:13][CH:14]=[CH:15][CH:16]=2)[NH:11][C:10]1=[O:19])=O)(C)(C)C.[ClH:20], predict the reaction product. The product is: [ClH:20].[NH2:8][C@@H:9]1[CH2:18][C:17]2[C:12](=[CH:13][CH:14]=[CH:15][CH:16]=2)[NH:11][C:10]1=[O:19]. (3) Given the reactants S(Cl)([Cl:3])=O.O[CH2:6][CH2:7][CH2:8][CH2:9][CH2:10][CH2:11][NH:12][C:13]1[C:22]2[C:17](=[CH:18][CH:19]=[CH:20][CH:21]=2)[N:16]=[CH:15][C:14]=1[N+:23]([O-:25])=[O:24], predict the reaction product. The product is: [Cl:3][CH2:6][CH2:7][CH2:8][CH2:9][CH2:10][CH2:11][NH:12][C:13]1[C:22]2[C:17](=[CH:18][CH:19]=[CH:20][CH:21]=2)[N:16]=[CH:15][C:14]=1[N+:23]([O-:25])=[O:24]. (4) Given the reactants [C:1]([O:5][C:6]([N:8]1[CH2:15][CH2:14][CH:13]2[CH:10]([N:11](CC3C=CC=CC=3)[CH2:12]2)[CH2:9]1)=[O:7])([CH3:4])([CH3:3])[CH3:2], predict the reaction product. The product is: [C:1]([O:5][C:6]([N:8]1[CH2:15][CH2:14][CH:13]2[CH:10]([NH:11][CH2:12]2)[CH2:9]1)=[O:7])([CH3:4])([CH3:2])[CH3:3]. (5) Given the reactants [C:1]([C:5]1[S:9][C:8]([NH:10][C:11](=[O:21])[C:12]2[CH:17]=[C:16]([Cl:18])[CH:15]=[CH:14][C:13]=2[O:19][CH3:20])=[N:7][CH:6]=1)([CH3:4])([CH3:3])[CH3:2].CC(C)([O-])C.[K+].Cl[CH2:29][C:30]1([CH3:34])[CH2:33][O:32][CH2:31]1, predict the reaction product. The product is: [C:1]([C:5]1[S:9]/[C:8](=[N:10]\[C:11](=[O:21])[C:12]2[CH:17]=[C:16]([Cl:18])[CH:15]=[CH:14][C:13]=2[O:19][CH3:20])/[N:7]([CH2:29][C:30]2([CH3:34])[CH2:33][O:32][CH2:31]2)[CH:6]=1)([CH3:4])([CH3:2])[CH3:3]. (6) Given the reactants [Mn]([O-])(=O)(=O)=O.[K+].[F:7][C:8]1[CH:9]=[C:10]([CH:13]=[C:14]([F:17])[C:15]=1[F:16])[CH:11]=[O:12].Cl.S([O-])(O)=[O:20].[Na+], predict the reaction product. The product is: [F:7][C:8]1[CH:9]=[C:10]([CH:13]=[C:14]([F:17])[C:15]=1[F:16])[C:11]([OH:20])=[O:12]. (7) Given the reactants [F:1][C:2]1[CH:3]=[C:4]([C:8]2[CH:17]=[C:16]3[C:11]([CH2:12][CH2:13][CH2:14][C:15]3=O)=[CH:10][CH:9]=2)[CH:5]=[CH:6][CH:7]=1.[NH2:19][C:20]1[CH:21]=[C:22]([CH:31]=[CH:32][CH:33]=1)[O:23][CH2:24][C:25]([O:27][CH:28]([CH3:30])[CH3:29])=[O:26], predict the reaction product. The product is: [F:1][C:2]1[CH:3]=[C:4]([C:8]2[CH:17]=[C:16]3[C:11]([CH2:12][CH2:13][CH2:14][C:15]3=[N:19][C:20]3[CH:21]=[C:22]([CH:31]=[CH:32][CH:33]=3)[O:23][CH2:24][C:25]([O:27][CH:28]([CH3:29])[CH3:30])=[O:26])=[CH:10][CH:9]=2)[CH:5]=[CH:6][CH:7]=1.